From a dataset of Ames mutagenicity test results for genotoxicity prediction. Regression/Classification. Given a drug SMILES string, predict its toxicity properties. Task type varies by dataset: regression for continuous values (e.g., LD50, hERG inhibition percentage) or binary classification for toxic/non-toxic outcomes (e.g., AMES mutagenicity, cardiotoxicity, hepatotoxicity). Dataset: ames. The molecule is NNC(N)=O. The result is 0 (non-mutagenic).